Task: Predict the reactants needed to synthesize the given product.. Dataset: Full USPTO retrosynthesis dataset with 1.9M reactions from patents (1976-2016) (1) Given the product [CH3:7][C:2]([C:8]1[CH:9]=[CH:10][CH:11]=[CH:12][CH:13]=1)([CH3:1])[CH2:3][C:4]([O:6][CH3:14])=[O:5], predict the reactants needed to synthesize it. The reactants are: [CH3:1][C:2]([C:8]1[CH:13]=[CH:12][CH:11]=[CH:10][CH:9]=1)([CH3:7])[CH2:3][C:4]([OH:6])=[O:5].[C:14](=O)([O-])[O-].[Cs+].[Cs+].C1COCC1.CI. (2) Given the product [C:47]1([CH:53]2[CH2:57][CH2:56][CH2:55][N:54]2[C:29]2[N:34]=[CH:33][N:32]=[C:31]([NH:35][C:36]3[CH:37]=[C:38]([CH2:42][S:43]([NH2:46])(=[O:45])=[O:44])[CH:39]=[CH:40][CH:41]=3)[N:30]=2)[CH:52]=[CH:51][CH:50]=[CH:49][CH:48]=1, predict the reactants needed to synthesize it. The reactants are: COCC1CCCCN1C1N=CN=C(NC2C=C(CS(N)(=O)=O)C=CC=2)N=1.Cl[C:29]1[N:34]=[CH:33][N:32]=[C:31]([NH:35][C:36]2[CH:37]=[C:38]([CH2:42][S:43]([NH2:46])(=[O:45])=[O:44])[CH:39]=[CH:40][CH:41]=2)[N:30]=1.[C:47]1([CH:53]2[CH2:57][CH2:56][CH2:55][NH:54]2)[CH:52]=[CH:51][CH:50]=[CH:49][CH:48]=1. (3) Given the product [N:8]1[C:7]2[CH:11]=[CH:12][NH:13][C:6]=2[C:5]([O:4][C:3]2[CH:14]=[CH:15][C:16]([NH2:18])=[CH:17][C:2]=2[F:1])=[N:10][CH:9]=1, predict the reactants needed to synthesize it. The reactants are: [F:1][C:2]1[CH:17]=[C:16]([N+:18]([O-])=O)[CH:15]=[CH:14][C:3]=1[O:4][C:5]1[C:6]2[NH:13][CH:12]=[CH:11][C:7]=2[N:8]=[CH:9][N:10]=1.[H][H].